From a dataset of Reaction yield outcomes from USPTO patents with 853,638 reactions. Predict the reaction yield, written as a fraction of the theoretical maximum amount of product (1.0 means a 100% yield; for example, 0.34 means a 34% yield). (1) The catalyst is ClCCCl.C(Cl)Cl. The reactants are [C:1]1([O:7][P:8]([O:17][C@@H:18]2[C@@H:23]([CH2:24][O:25][C:26]([O:28][C:29]([CH3:35])([CH3:34])[C:30]([Cl:33])([Cl:32])[Cl:31])=[O:27])[O:22][C@H:21](Br)[C@H:20]([NH:37][C:38]([O:40][CH2:41][C:42]([Cl:45])([Cl:44])[Cl:43])=[O:39])[C@H:19]2[O:46][C:47](=[O:73])[CH2:48][C@H:49]([O:61][C:62](=[O:72])[CH2:63][CH2:64][CH2:65][CH2:66][CH2:67][CH2:68][CH2:69][CH2:70][CH3:71])[CH2:50][CH2:51][CH2:52][CH2:53][CH2:54][CH2:55][CH2:56][CH2:57][CH2:58][CH2:59][CH3:60])([O:10][C:11]2[CH:16]=[CH:15][CH:14]=[CH:13][CH:12]=2)=[O:9])[CH:6]=[CH:5][CH:4]=[CH:3][CH:2]=1.[C:74]([O:85][C@H:86]([CH2:97][CH2:98][CH2:99][CH2:100][CH2:101][CH2:102][CH2:103][CH2:104][CH2:105][CH2:106][CH3:107])[CH2:87][C:88]([N:90]1[CH2:94][CH2:93][CH2:92][C@H:91]1[CH2:95][OH:96])=[O:89])(=[O:84])[CH2:75][CH2:76][CH2:77][CH2:78][CH2:79][CH2:80][CH2:81][CH2:82][CH3:83].[Hg](C#N)C#N. The product is [C:1]1([O:7][P:8]([O:17][C@@H:18]2[C@@H:23]([CH2:24][O:25][C:26]([O:28][C:29]([CH3:34])([CH3:35])[C:30]([Cl:32])([Cl:31])[Cl:33])=[O:27])[O:22][C@@H:21]([O:96][CH2:95][C@@H:91]3[CH2:92][CH2:93][CH2:94][N:90]3[C:88](=[O:89])[CH2:87][C@H:86]([O:85][C:74](=[O:84])[CH2:75][CH2:76][CH2:77][CH2:78][CH2:79][CH2:80][CH2:81][CH2:82][CH3:83])[CH2:97][CH2:98][CH2:99][CH2:100][CH2:101][CH2:102][CH2:103][CH2:104][CH2:105][CH2:106][CH3:107])[C@H:20]([NH:37][C:38]([O:40][CH2:41][C:42]([Cl:43])([Cl:44])[Cl:45])=[O:39])[C@H:19]2[O:46][C:47](=[O:73])[CH2:48][C@H:49]([O:61][C:62](=[O:72])[CH2:63][CH2:64][CH2:65][CH2:66][CH2:67][CH2:68][CH2:69][CH2:70][CH3:71])[CH2:50][CH2:51][CH2:52][CH2:53][CH2:54][CH2:55][CH2:56][CH2:57][CH2:58][CH2:59][CH3:60])([O:10][C:11]2[CH:12]=[CH:13][CH:14]=[CH:15][CH:16]=2)=[O:9])[CH:2]=[CH:3][CH:4]=[CH:5][CH:6]=1. The yield is 0.800. (2) The reactants are [CH3:1][O:2][C:3]1[CH:4]=[C:5]2[C:14](=[CH:15][CH:16]=1)[C:13](=[O:17])[CH2:12][CH:11]1[CH:6]2[CH2:7][CH2:8][CH2:9][CH2:10]1.Br[C:19]1[CH:24]=[CH:23][C:22]([O:25][CH3:26])=[CH:21][CH:20]=1.C(P)(C)(C)C.CC(C)([O-])C.[Na+]. The catalyst is C([O-])(=O)C.[Pd+2].C([O-])(=O)C.O1CCCC1. The product is [CH3:1][O:2][C:3]1[CH:4]=[C:5]2[C:14](=[CH:15][CH:16]=1)[C:13](=[O:17])[CH:12]([C:19]1[CH:24]=[CH:23][C:22]([O:25][CH3:26])=[CH:21][CH:20]=1)[CH:11]1[CH:6]2[CH2:7][CH2:8][CH2:9][CH2:10]1. The yield is 0.550. (3) The reactants are Cl[C:2]1[CH:3]=[CH:4][C:5]([C:9]2[C:17]3[C:12](=[CH:13][N:14]=[C:15]([C:18]4[CH:19]=[N:20][CH:21]=[CH:22][CH:23]=4)[CH:16]=3)[N:11]([CH2:24][O:25][CH2:26][CH2:27][Si:28]([CH3:31])([CH3:30])[CH3:29])[N:10]=2)=[N:6][C:7]=1[F:8].[CH3:32]B(O)O.C([O-])(=O)C.[K+].O. The catalyst is C(=O)([O-])[O-].[Na+].[Na+].C1C=CC(P(C2C=CC=CC=2)[C-]2C=CC=C2)=CC=1.C1C=CC(P(C2C=CC=CC=2)[C-]2C=CC=C2)=CC=1.Cl[Pd]Cl.[Fe+2].C(#N)C. The product is [F:8][C:7]1[N:6]=[C:5]([C:9]2[C:17]3[C:12](=[CH:13][N:14]=[C:15]([C:18]4[CH:19]=[N:20][CH:21]=[CH:22][CH:23]=4)[CH:16]=3)[N:11]([CH2:24][O:25][CH2:26][CH2:27][Si:28]([CH3:31])([CH3:30])[CH3:29])[N:10]=2)[CH:4]=[CH:3][C:2]=1[CH3:32]. The yield is 0.840. (4) The yield is 0.830. The catalyst is C(OCC)(=O)C. The reactants are CS(C)=O.[NH2:5][C:6]1[CH:11]=[C:10]([C:12]2[C:13]([C:24]3[CH:29]=[CH:28][C:27]([F:30])=[CH:26][CH:25]=3)=[N:14][N:15]([C:17]3[CH:22]=[CH:21][C:20](=[O:23])[NH:19][N:18]=3)[CH:16]=2)[CH:9]=[CH:8][N:7]=1.O.[C:32]1([S:38]([OH:41])(=[O:40])=[O:39])[CH:37]=[CH:36][CH:35]=[CH:34][CH:33]=1. The product is [C:32]1([S:38]([OH:41])(=[O:40])=[O:39])[CH:37]=[CH:36][CH:35]=[CH:34][CH:33]=1.[NH2:5][C:6]1[CH:11]=[C:10]([C:12]2[C:13]([C:24]3[CH:25]=[CH:26][C:27]([F:30])=[CH:28][CH:29]=3)=[N:14][N:15]([C:17]3[CH:22]=[CH:21][C:20](=[O:23])[NH:19][N:18]=3)[CH:16]=2)[CH:9]=[CH:8][N:7]=1. (5) The reactants are [F:1][C:2]1[CH:7]=[C:6]([CH3:8])[C:5]([N+:9]([O-:11])=[O:10])=[CH:4][C:3]=1[N+:12]([O-:14])=[O:13].C[C:16]([N:18]([CH3:20])[CH3:19])=O.CN(C=O)C. The catalyst is O. The product is [F:1][C:2]1[C:3]([N+:12]([O-:14])=[O:13])=[CH:4][C:5]([N+:9]([O-:11])=[O:10])=[C:6](/[CH:8]=[CH:16]/[N:18]([CH3:20])[CH3:19])[CH:7]=1. The yield is 0.630. (6) The reactants are [N+:1]([C:4]1[CH:5]=[C:6]([C:10]2[CH2:11][CH2:12][N:13]([CH2:16][CH2:17][CH2:18][NH:19]C(=O)OC(C)(C)C)[CH2:14][CH:15]=2)[CH:7]=[CH:8][CH:9]=1)([O-:3])=[O:2].Cl. The catalyst is O1CCOCC1. The product is [N+:1]([C:4]1[CH:5]=[C:6]([C:10]2[CH2:15][CH2:14][N:13]([CH2:16][CH2:17][CH2:18][NH2:19])[CH2:12][CH:11]=2)[CH:7]=[CH:8][CH:9]=1)([O-:3])=[O:2]. The yield is 0.970.